From a dataset of Full USPTO retrosynthesis dataset with 1.9M reactions from patents (1976-2016). Predict the reactants needed to synthesize the given product. Given the product [F:1][C:2]1[CH:3]=[CH:4][C:5]([CH:8]2[O:26][C:49](=[O:51])[NH:46][CH:9]2[CH2:13][C:14]2[CH:19]=[CH:18][CH:17]=[C:16]([O:20][CH2:21][C:22]([F:24])([F:23])[F:25])[CH:15]=2)=[CH:6][CH:7]=1, predict the reactants needed to synthesize it. The reactants are: [F:1][C:2]1[CH:7]=[CH:6][C:5]([CH:8]([OH:26])[CH:9]([CH2:13][C:14]2[CH:19]=[CH:18][CH:17]=[C:16]([O:20][CH2:21][C:22]([F:25])([F:24])[F:23])[CH:15]=2)C(O)=O)=[CH:4][CH:3]=1.C1(P(N=[N+]=[N-])(C2C=CC=CC=2)=O)C=CC=CC=1.C([N:46]([CH2:49]C)CC)C.[OH2:51].